This data is from Forward reaction prediction with 1.9M reactions from USPTO patents (1976-2016). The task is: Predict the product of the given reaction. (1) The product is: [CH3:1][O:2][CH2:3][CH2:4][O:5][C:6]1[C:11]([N+:12]([O-:14])=[O:13])=[C:10]([S:15]([CH3:16])=[O:26])[CH:9]=[C:8]([CH3:17])[N:7]=1. Given the reactants [CH3:1][O:2][CH2:3][CH2:4][O:5][C:6]1[C:11]([N+:12]([O-:14])=[O:13])=[C:10]([S:15][CH3:16])[CH:9]=[C:8]([CH3:17])[N:7]=1.ClC1C=CC=C(C(OO)=[O:26])C=1.S([O-])([O-])=O.[Na+].[Na+], predict the reaction product. (2) Given the reactants [CH3:1][O:2][C:3](=[O:17])[CH2:4][C:5]1[CH:13]=[C:12]2[C:8]([C:9]([C:14](=[O:16])[CH3:15])=[CH:10][NH:11]2)=[CH:7][CH:6]=1.C(C1C2C(=CC=C(OC(F)(F)F)C=2)N([CH2:35][C:36]([OH:38])=[O:37])C=1)(=O)C, predict the reaction product. The product is: [C:14]([C:9]1[C:8]2[C:12](=[CH:13][C:5]([CH2:4][C:3]([O:2][CH3:1])=[O:17])=[CH:6][CH:7]=2)[N:11]([CH2:35][C:36]([OH:38])=[O:37])[CH:10]=1)(=[O:16])[CH3:15]. (3) Given the reactants [CH2:1]([C@H:5]1[O:7][C@@H:6]1[C:8]([OH:10])=O)[CH2:2][CH2:3][CH3:4].CCCCC(F)(F)C(O)CC[C@@H]1[C@@H](CCCCCCC(O)=O)C(=O)C[C@H]1O.C1CCC(NC2CCCCC2)CC1.C(Cl)(=O)C(C)(C)C.[NH2:58][C@H:59]1[CH2:64][CH2:63][CH2:62][CH2:61][C@@H:60]1[OH:65], predict the reaction product. The product is: [OH:65][C@H:60]1[CH2:61][CH2:62][CH2:63][CH2:64][C@@H:59]1[NH:58][C:8]([C@@H:6]1[C@@H:5]([CH2:1][CH2:2][CH2:3][CH3:4])[O:7]1)=[O:10]. (4) Given the reactants [O:1]1[C:5]2[CH:6]=[CH:7][C:8]([C:10]([OH:12])=O)=[CH:9][C:4]=2[O:3][CH2:2]1.[CH3:13][O:14][C:15]1[CH:20]=[CH:19][C:18]([CH:21]([NH2:25])[CH2:22][CH2:23][CH3:24])=[CH:17][CH:16]=1, predict the reaction product. The product is: [CH3:13][O:14][C:15]1[CH:20]=[CH:19][C:18]([CH:21]([NH:25][C:10]([C:8]2[CH:7]=[CH:6][C:5]3[O:1][CH2:2][O:3][C:4]=3[CH:9]=2)=[O:12])[CH2:22][CH2:23][CH3:24])=[CH:17][CH:16]=1. (5) Given the reactants [Cl:1][C:2]1[CH:7]=[CH:6][C:5]([C:8]2[CH:13]=[CH:12][C:11]([C:14]([OH:16])=O)=[C:10]([O:17][CH3:18])[CH:9]=2)=[CH:4][CH:3]=1.Cl.[CH2:20]([O:22][C:23](=[O:26])[CH2:24][NH2:25])[CH3:21].CN(C)CCCN=C=NCC.ON1C2C=CC=CC=2N=N1.C(N(C(C)C)CC)(C)C, predict the reaction product. The product is: [CH2:20]([O:22][C:23](=[O:26])[CH2:24][NH:25][C:14]([C:11]1[CH:12]=[CH:13][C:8]([C:5]2[CH:4]=[CH:3][C:2]([Cl:1])=[CH:7][CH:6]=2)=[CH:9][C:10]=1[O:17][CH3:18])=[O:16])[CH3:21].